Dataset: NCI-60 drug combinations with 297,098 pairs across 59 cell lines. Task: Regression. Given two drug SMILES strings and cell line genomic features, predict the synergy score measuring deviation from expected non-interaction effect. (1) Drug 1: CCN(CC)CCNC(=O)C1=C(NC(=C1C)C=C2C3=C(C=CC(=C3)F)NC2=O)C. Drug 2: COCCOC1=C(C=C2C(=C1)C(=NC=N2)NC3=CC=CC(=C3)C#C)OCCOC.Cl. Cell line: MDA-MB-435. Synergy scores: CSS=0.671, Synergy_ZIP=-2.61, Synergy_Bliss=-1.25, Synergy_Loewe=-3.84, Synergy_HSA=-3.81. (2) Drug 1: C1CC(=O)NC(=O)C1N2CC3=C(C2=O)C=CC=C3N. Drug 2: CC1=C(C(=O)C2=C(C1=O)N3CC4C(C3(C2COC(=O)N)OC)N4)N. Cell line: MCF7. Synergy scores: CSS=39.2, Synergy_ZIP=7.98, Synergy_Bliss=11.2, Synergy_Loewe=-9.92, Synergy_HSA=13.8. (3) Drug 1: CN1CCC(CC1)COC2=C(C=C3C(=C2)N=CN=C3NC4=C(C=C(C=C4)Br)F)OC. Drug 2: CN(C)C1=NC(=NC(=N1)N(C)C)N(C)C. Cell line: OVCAR-8. Synergy scores: CSS=-0.318, Synergy_ZIP=-0.00415, Synergy_Bliss=2.19, Synergy_Loewe=-10.5, Synergy_HSA=-3.02. (4) Drug 1: CC(C)(C#N)C1=CC(=CC(=C1)CN2C=NC=N2)C(C)(C)C#N. Drug 2: CCCCCOC(=O)NC1=NC(=O)N(C=C1F)C2C(C(C(O2)C)O)O. Cell line: UACC62. Synergy scores: CSS=8.15, Synergy_ZIP=-2.34, Synergy_Bliss=-0.235, Synergy_Loewe=4.47, Synergy_HSA=0.554. (5) Drug 1: C1=CC(=C2C(=C1NCCNCCO)C(=O)C3=C(C=CC(=C3C2=O)O)O)NCCNCCO. Drug 2: C1CN(P(=O)(OC1)NCCCl)CCCl. Cell line: HT29. Synergy scores: CSS=27.6, Synergy_ZIP=0.555, Synergy_Bliss=0.384, Synergy_Loewe=-35.9, Synergy_HSA=-0.391. (6) Drug 1: C1=NC2=C(N1)C(=S)N=C(N2)N. Drug 2: CC1=C(C=C(C=C1)NC(=O)C2=CC=C(C=C2)CN3CCN(CC3)C)NC4=NC=CC(=N4)C5=CN=CC=C5. Cell line: SF-295. Synergy scores: CSS=37.2, Synergy_ZIP=5.31, Synergy_Bliss=4.65, Synergy_Loewe=-8.65, Synergy_HSA=3.69. (7) Drug 1: CC1=CC=C(C=C1)C2=CC(=NN2C3=CC=C(C=C3)S(=O)(=O)N)C(F)(F)F. Drug 2: C1=CC=C(C=C1)NC(=O)CCCCCCC(=O)NO. Cell line: NCI-H226. Synergy scores: CSS=-1.45, Synergy_ZIP=0.768, Synergy_Bliss=1.54, Synergy_Loewe=-5.39, Synergy_HSA=-2.67. (8) Drug 1: C1=CC(=CC=C1C#N)C(C2=CC=C(C=C2)C#N)N3C=NC=N3. Drug 2: CCC1=C2CN3C(=CC4=C(C3=O)COC(=O)C4(CC)O)C2=NC5=C1C=C(C=C5)O. Cell line: NCI-H226. Synergy scores: CSS=-0.412, Synergy_ZIP=0.564, Synergy_Bliss=1.11, Synergy_Loewe=-24.3, Synergy_HSA=-6.00. (9) Drug 1: C1=NC(=NC(=O)N1C2C(C(C(O2)CO)O)O)N. Drug 2: CC12CCC3C(C1CCC2OP(=O)(O)O)CCC4=C3C=CC(=C4)OC(=O)N(CCCl)CCCl.[Na+]. Cell line: IGROV1. Synergy scores: CSS=23.8, Synergy_ZIP=-7.89, Synergy_Bliss=-1.09, Synergy_Loewe=-9.72, Synergy_HSA=-1.96. (10) Drug 1: CC=C1C(=O)NC(C(=O)OC2CC(=O)NC(C(=O)NC(CSSCCC=C2)C(=O)N1)C(C)C)C(C)C. Drug 2: CC1C(C(CC(O1)OC2CC(CC3=C2C(=C4C(=C3O)C(=O)C5=C(C4=O)C(=CC=C5)OC)O)(C(=O)CO)O)N)O.Cl. Cell line: SK-MEL-28. Synergy scores: CSS=64.2, Synergy_ZIP=-3.46, Synergy_Bliss=-6.82, Synergy_Loewe=-12.7, Synergy_HSA=-4.84.